From a dataset of Forward reaction prediction with 1.9M reactions from USPTO patents (1976-2016). Predict the product of the given reaction. (1) Given the reactants Cl[C:2]1[C:11]2[C:6](=[CH:7][C:8]([S:12]([NH:15][C:16]3[CH:21]=[CH:20][N:19]=[CH:18][N:17]=3)(=[O:14])=[O:13])=[CH:9][CH:10]=2)[CH:5]=[CH:4][N:3]=1.Cl[C:23]1[CH:28]=[CH:27][C:26](B(O)O)=[CH:25][CH:24]=1.C(=O)([O-])[O-].[K+].[K+].[F:38][C:39]1[CH:40]=[C:41](B(O)O)[CH:42]=[CH:43][CH:44]=1.C1(P(C2CCCCC2)C2C=CC=CC=2C2C(OC)=CC=CC=2OC)CCCCC1, predict the reaction product. The product is: [F:38][C:39]1[CH:40]=[C:41]([C:23]2[CH:28]=[CH:27][C:26]([C:2]3[C:11]4[C:6](=[CH:7][C:8]([S:12]([NH:15][C:16]5[CH:21]=[CH:20][N:19]=[CH:18][N:17]=5)(=[O:14])=[O:13])=[CH:9][CH:10]=4)[CH:5]=[CH:4][N:3]=3)=[CH:25][CH:24]=2)[CH:42]=[CH:43][CH:44]=1. (2) Given the reactants [F:1][C:2]1[CH:7]=[C:6]([I:8])[CH:5]=[CH:4][C:3]=1[NH:9][C:10]1[CH:18]=[N:17][CH:16]=[CH:15][C:11]=1[C:12]([OH:14])=O.[CH3:19][O:20][C:21]1[CH:26]=[CH:25][CH:24]=[CH:23][C:22]=1[CH2:27][CH2:28][NH2:29], predict the reaction product. The product is: [F:1][C:2]1[CH:7]=[C:6]([I:8])[CH:5]=[CH:4][C:3]=1[NH:9][C:10]1[CH:18]=[N:17][CH:16]=[CH:15][C:11]=1[C:12]([NH:29][CH2:28][CH2:27][C:22]1[CH:23]=[CH:24][CH:25]=[CH:26][C:21]=1[O:20][CH3:19])=[O:14]. (3) Given the reactants Cl[C:2]1[CH:7]=[CH:6][N:5]=[C:4]([C:8]([N:10]([CH:14]([CH3:16])[CH3:15])[CH:11]([CH3:13])[CH3:12])=[O:9])[C:3]=1[CH2:17][CH2:18][CH2:19]Cl.[Cl:21][C:22]1[CH:23]=[CH:24][C:25]([O:30][CH2:31][C:32]2[CH:37]=[CH:36][C:35]([F:38])=[CH:34][C:33]=2[F:39])=[C:26]([CH2:28][NH2:29])[CH:27]=1.C([O-])([O-])=O.[K+].[K+], predict the reaction product. The product is: [Cl:21][C:22]1[CH:23]=[CH:24][C:25]([O:30][CH2:31][C:32]2[CH:37]=[CH:36][C:35]([F:38])=[CH:34][C:33]=2[F:39])=[C:26]([CH:27]=1)[CH2:28][N:29]1[C:2]2[CH:7]=[CH:6][N:5]=[C:4]([C:8]([N:10]([CH:11]([CH3:12])[CH3:13])[CH:14]([CH3:15])[CH3:16])=[O:9])[C:3]=2[CH2:17][CH2:18][CH2:19]1. (4) Given the reactants [C:1]1([NH:7][C:8]([C:10]2[CH:15]=[CH:14][C:13]([C:16]3[CH:21]=[CH:20][C:19]([NH:22][C:23]([C:25]4[O:29][C:28]([N:30]5[CH2:35][CH2:34][CH2:33][CH:32]([CH3:36])[CH2:31]5)=[N:27][C:26]=4[C:37]([F:40])([F:39])[F:38])=[O:24])=[CH:18][CH:17]=3)=[CH:12][CH:11]=2)=[O:9])[CH:6]=[CH:5][CH:4]=[CH:3][CH:2]=1.[CH3:41]C1CCCN(C2OC(C(NC3C=CC(C4C=CC(C(O)=O)=CC=4)=CC=3)=O)=C(C(F)(F)F)N=2)C1.NC1C(C)=CC=CC=1, predict the reaction product. The product is: [CH3:41][C:2]1[CH:3]=[CH:4][CH:5]=[CH:6][C:1]=1[NH:7][C:8]([C:10]1[CH:11]=[CH:12][C:13]([C:16]2[CH:17]=[CH:18][C:19]([NH:22][C:23]([C:25]3[O:29][C:28]([N:30]4[CH2:35][CH2:34][CH2:33][CH:32]([CH3:36])[CH2:31]4)=[N:27][C:26]=3[C:37]([F:40])([F:39])[F:38])=[O:24])=[CH:20][CH:21]=2)=[CH:14][CH:15]=1)=[O:9].